This data is from Reaction yield outcomes from USPTO patents with 853,638 reactions. The task is: Predict the reaction yield, written as a fraction of the theoretical maximum amount of product (1.0 means a 100% yield; for example, 0.34 means a 34% yield). The yield is 0.260. No catalyst specified. The reactants are [OH:1][C:2]1[C:10]([OH:11])=[C:9]([O:12][CH3:13])[CH:8]=[CH:7][C:3]=1[C:4]([OH:6])=[O:5].[C:14]([N:17]1[CH2:22][CH2:21][C:20](OC)(OC)[CH2:19][CH2:18]1)(=[O:16])[CH3:15].C(N1CC=C(OC)CC1)(=O)C. The product is [CH3:13][O:12][C:9]1[C:10]2[O:11][C:20]3([O:1][C:2]=2[C:3]([C:4]([OH:6])=[O:5])=[CH:7][CH:8]=1)[CH2:21][CH2:22][N:17]([C:14](=[O:16])[CH3:15])[CH2:18][CH2:19]3.